From a dataset of Forward reaction prediction with 1.9M reactions from USPTO patents (1976-2016). Predict the product of the given reaction. (1) Given the reactants [CH3:1][N:2]([CH3:12])[C:3]1[CH:11]=[CH:10][C:6]([C:7]([OH:9])=O)=[CH:5][CH:4]=1.ClC(N(C)C)=C(C)C.[Br:21][C:22]1[C:23]([CH3:29])=[C:24]([CH:26]=[CH:27][CH:28]=1)[NH2:25].CCN(C(C)C)C(C)C, predict the reaction product. The product is: [Br:21][C:22]1[C:23]([CH3:29])=[C:24]([NH:25][C:7](=[O:9])[C:6]2[CH:5]=[CH:4][C:3]([N:2]([CH3:1])[CH3:12])=[CH:11][CH:10]=2)[CH:26]=[CH:27][CH:28]=1. (2) Given the reactants [Br:1][C:2]1[N:3]=[C:4]([NH2:8])[S:5][C:6]=1[CH3:7].[Cl:9][CH2:10][C:11](=O)[CH2:12][C:13]([O-])=[O:14], predict the reaction product. The product is: [Br:1][C:2]1[N:3]2[C:13](=[O:14])[CH:12]=[C:11]([CH2:10][Cl:9])[N:8]=[C:4]2[S:5][C:6]=1[CH3:7]. (3) Given the reactants [CH3:1][CH:2]([OH:10])[C:3]1[CH:8]=[CH:7][C:6]([F:9])=[CH:5][CH:4]=1.[H-].[Na+].[F:13][C:14]1[CH:21]=[CH:20][CH:19]=[C:18](F)[C:15]=1[C:16]#[N:17], predict the reaction product. The product is: [F:13][C:14]1[CH:21]=[CH:20][CH:19]=[C:18]([O:10][CH:2]([C:3]2[CH:8]=[CH:7][C:6]([F:9])=[CH:5][CH:4]=2)[CH3:1])[C:15]=1[C:16]#[N:17]. (4) The product is: [CH3:24][N:25]1[CH2:26][CH2:27][N:28]([C:31]2[CH:37]=[CH:36][C:34]([NH:35][C:2]3[C:11]4=[N:12][NH:13][CH:14]=[C:10]4[C:9]4[CH:8]=[CH:7][CH:6]=[CH:5][C:4]=4[N:3]=3)=[CH:33][CH:32]=2)[CH2:29][CH2:30]1. Given the reactants Cl[C:2]1[C:11]2=[N:12][N:13](CC3C=CC(OC)=CC=3)[CH:14]=[C:10]2[C:9]2[CH:8]=[CH:7][CH:6]=[CH:5][C:4]=2[N:3]=1.[CH3:24][N:25]1[CH2:30][CH2:29][N:28]([C:31]2[CH:37]=[CH:36][C:34]([NH2:35])=[CH:33][CH:32]=2)[CH2:27][CH2:26]1.Cl, predict the reaction product. (5) Given the reactants [F:1]/[C:2](/[C:17]1[CH:21]=[C:20]([CH3:22])[N:19]([CH2:23][C:24]2[CH:25]=[C:26]([CH:30]=[CH:31][CH:32]=2)[C:27]([OH:29])=O)[N:18]=1)=[CH:3]\[C:4]1[CH:9]=[CH:8][C:7]([C:10]([CH3:16])([CH3:15])[C:11]([F:14])([F:13])[F:12])=[CH:6][CH:5]=1.[NH:33]1[CH2:37][CH2:36][CH2:35][CH2:34]1, predict the reaction product. The product is: [F:1]/[C:2](/[C:17]1[CH:21]=[C:20]([CH3:22])[N:19]([CH2:23][C:24]2[CH:25]=[C:26]([C:27]([N:33]3[CH2:37][CH2:36][CH2:35][CH2:34]3)=[O:29])[CH:30]=[CH:31][CH:32]=2)[N:18]=1)=[CH:3]\[C:4]1[CH:9]=[CH:8][C:7]([C:10]([CH3:15])([CH3:16])[C:11]([F:14])([F:13])[F:12])=[CH:6][CH:5]=1. (6) The product is: [Br:18][C:13]1[C:12]([O:19][CH3:20])=[CH:11][C:10]2[O:9][CH2:8][C:7]3[C:5]([C:4]([O:3][CH2:1][CH3:2])=[O:21])=[N:29][N:28]([C:25]4[CH:26]=[CH:27][S:23][CH:24]=4)[C:16]=3[C:15]=2[CH:14]=1. Given the reactants [CH2:1]([O:3][C:4](=[O:21])[C:5](=[C:7]1[C:16](=O)[C:15]2[C:10](=[CH:11][C:12]([O:19][CH3:20])=[C:13]([Br:18])[CH:14]=2)[O:9][CH2:8]1)O)[CH3:2].Cl.[S:23]1[CH:27]=[CH:26][C:25]([NH:28][NH2:29])=[CH:24]1, predict the reaction product.